Task: Predict the reactants needed to synthesize the given product.. Dataset: Full USPTO retrosynthesis dataset with 1.9M reactions from patents (1976-2016) (1) Given the product [C:1]([O:5][C:6]([N:8]([CH3:42])[C@H:9]1[CH2:14][CH2:13][C@H:12]([N:15]([CH2:38][CH3:39])[C:16]2[C:17]([CH3:37])=[C:18]([C:33]([O:35][CH3:36])=[O:34])[CH:19]=[C:20]([C:22]3[CH:27]=[CH:26][C:25]([O:28][CH2:29][CH2:30][O:31][CH3:32])=[CH:24][CH:23]=3)[CH:21]=2)[CH2:11][CH2:10]1)=[O:7])([CH3:4])([CH3:3])[CH3:2], predict the reactants needed to synthesize it. The reactants are: [C:1]([O:5][C:6]([NH:8][C@H:9]1[CH2:14][CH2:13][C@H:12]([N:15]([CH2:38][CH3:39])[C:16]2[C:17]([CH3:37])=[C:18]([C:33]([O:35][CH3:36])=[O:34])[CH:19]=[C:20]([C:22]3[CH:27]=[CH:26][C:25]([O:28][CH2:29][CH2:30][O:31][CH3:32])=[CH:24][CH:23]=3)[CH:21]=2)[CH2:11][CH2:10]1)=[O:7])([CH3:4])([CH3:3])[CH3:2].[H-].[Na+].[CH3:42]I. (2) Given the product [C:24]1([NH:21][C:22]([N:18]2[CH2:19][CH2:20][CH:15]([C:6]3[C:5]4[C:10](=[CH:11][C:12]([O:13][CH3:14])=[C:3]([O:2][CH3:1])[CH:4]=4)[N:9]=[CH:8][N:7]=3)[CH2:16][CH2:17]2)=[O:23])[CH:29]=[CH:28][CH:27]=[CH:26][CH:25]=1, predict the reactants needed to synthesize it. The reactants are: [CH3:1][O:2][C:3]1[CH:4]=[C:5]2[C:10](=[CH:11][C:12]=1[O:13][CH3:14])[N:9]=[CH:8][N:7]=[C:6]2[CH:15]1[CH2:20][CH2:19][NH:18][CH2:17][CH2:16]1.[N:21]([C:24]1[CH:29]=[CH:28][CH:27]=[CH:26][CH:25]=1)=[C:22]=[O:23]. (3) Given the product [O:1]1[C:5]2[CH:6]=[CH:7][C:8]([O:10][C:11]3[CH:16]=[C:15]([CH3:17])[C:14]([C:18](=[O:20])[CH2:19][Br:22])=[C:13]([CH3:21])[CH:12]=3)=[CH:9][C:4]=2[O:3][CH2:2]1, predict the reactants needed to synthesize it. The reactants are: [O:1]1[C:5]2[CH:6]=[CH:7][C:8]([O:10][C:11]3[CH:16]=[C:15]([CH3:17])[C:14]([C:18](=[O:20])[CH3:19])=[C:13]([CH3:21])[CH:12]=3)=[CH:9][C:4]=2[O:3][CH2:2]1.[Br-:22].[Br-].[Br-].C([N+](CCCC)(CCCC)CCCC)CCC.C([N+](CCCC)(CCCC)CCCC)CCC.C([N+](CCCC)(CCCC)CCCC)CCC. (4) Given the product [CH2:9]([O:8][C:6]1[N:5]=[CH:4][N:3]=[C:2]([N:16]2[CH2:17][CH2:18][NH:13][C:14](=[O:19])[CH2:15]2)[CH:7]=1)[CH:10]([CH3:12])[CH3:11], predict the reactants needed to synthesize it. The reactants are: Cl[C:2]1[CH:7]=[C:6]([O:8][CH2:9][CH:10]([CH3:12])[CH3:11])[N:5]=[CH:4][N:3]=1.[NH:13]1[CH2:18][CH2:17][NH:16][CH2:15][C:14]1=[O:19]. (5) Given the product [N:1]1[CH:6]=[CH:5][C:4]([CH2:7][N:8]2[CH2:13][CH2:12][N:11]([CH2:15][C:16]#[N:17])[CH2:10][CH2:9]2)=[CH:3][CH:2]=1, predict the reactants needed to synthesize it. The reactants are: [N:1]1[CH:6]=[CH:5][C:4]([CH2:7][N:8]2[CH2:13][CH2:12][NH:11][CH2:10][CH2:9]2)=[CH:3][CH:2]=1.Br[CH2:15][C:16]#[N:17].